Dataset: Full USPTO retrosynthesis dataset with 1.9M reactions from patents (1976-2016). Task: Predict the reactants needed to synthesize the given product. (1) Given the product [CH2:1]([O:3][C:4]([C:6]1[N:10]([CH2:16][C:17]2[CH:18]=[C:19]([C:27]([F:29])([F:30])[F:28])[CH:20]=[C:21]([C:23]([F:24])([F:25])[F:26])[CH:22]=2)[C:9]2[C:11]([Br:14])=[CH:12][S:13][C:8]=2[CH:7]=1)=[O:5])[CH3:2], predict the reactants needed to synthesize it. The reactants are: [CH2:1]([O:3][C:4]([C:6]1[NH:10][C:9]2[C:11]([Br:14])=[CH:12][S:13][C:8]=2[CH:7]=1)=[O:5])[CH3:2].Br[CH2:16][C:17]1[CH:22]=[C:21]([C:23]([F:26])([F:25])[F:24])[CH:20]=[C:19]([C:27]([F:30])([F:29])[F:28])[CH:18]=1. (2) Given the product [O:20]1[CH:24]=[CH:23][C:22]([C:2]2[C:3]3[N:4]([N:8]=[C:9]([NH:11][C:12](=[O:19])[C:13]4[CH:18]=[CH:17][CH:16]=[CH:15][CH:14]=4)[N:10]=3)[CH:5]=[CH:6][CH:7]=2)=[CH:21]1, predict the reactants needed to synthesize it. The reactants are: Br[C:2]1[C:3]2[N:4]([N:8]=[C:9]([NH:11][C:12](=[O:19])[C:13]3[CH:18]=[CH:17][CH:16]=[CH:15][CH:14]=3)[N:10]=2)[CH:5]=[CH:6][CH:7]=1.[O:20]1[CH:24]=[CH:23][C:22](B(O)O)=[CH:21]1.